Predict which catalyst facilitates the given reaction. From a dataset of Catalyst prediction with 721,799 reactions and 888 catalyst types from USPTO. (1) Reactant: [F:1][C:2]1[C:7]([O:8][CH3:9])=[CH:6][C:5]([O:10][CH3:11])=[C:4]([F:12])[C:3]=1[N:13]1[CH2:18][C:17]2[CH:19]=[N:20][C:21]([C:23]3[C:24]([CH3:29])=[N:25][N:26]([CH3:28])[CH:27]=3)=[CH:22][C:16]=2[N:15]([CH:30]2[CH2:35][CH2:34][NH:33][CH2:32][CH2:31]2)[C:14]1=[O:36].N1C=CC=CC=1.[C:43](Cl)(=[O:45])[CH3:44]. Product: [C:43]([N:33]1[CH2:34][CH2:35][CH:30]([N:15]2[C:16]3[CH:22]=[C:21]([C:23]4[C:24]([CH3:29])=[N:25][N:26]([CH3:28])[CH:27]=4)[N:20]=[CH:19][C:17]=3[CH2:18][N:13]([C:3]3[C:4]([F:12])=[C:5]([O:10][CH3:11])[CH:6]=[C:7]([O:8][CH3:9])[C:2]=3[F:1])[C:14]2=[O:36])[CH2:31][CH2:32]1)(=[O:45])[CH3:44]. The catalyst class is: 2. (2) Reactant: [OH-].[Na+].[CH3:3][CH:4]([O:6][C:7]1[N:12]=[CH:11][C:10]([C:13]2[O:17][N:16]=[C:15]([C:18]3[CH:26]=[C:25]4[C:21]([C:22]([CH2:27][CH2:28][C:29]([O:31]CC)=[O:30])=[CH:23][NH:24]4)=[CH:20][CH:19]=3)[N:14]=2)=[CH:9][C:8]=1[C:34]([F:37])([F:36])[F:35])[CH3:5].Cl. Product: [CH3:5][CH:4]([O:6][C:7]1[N:12]=[CH:11][C:10]([C:13]2[O:17][N:16]=[C:15]([C:18]3[CH:26]=[C:25]4[C:21]([C:22]([CH2:27][CH2:28][C:29]([OH:31])=[O:30])=[CH:23][NH:24]4)=[CH:20][CH:19]=3)[N:14]=2)=[CH:9][C:8]=1[C:34]([F:36])([F:37])[F:35])[CH3:3]. The catalyst class is: 378. (3) Reactant: [Br:1][C:2]1[CH:3]=[C:4]2[C:9](=[CH:10][CH:11]=1)[N:8]=[CH:7][C:6]([C:12]1[CH:13]=[N:14][N:15]([CH3:17])[CH:16]=1)=[C:5]2Cl.[F-:19].[Cs+].CS(C)=O. Product: [Br:1][C:2]1[CH:3]=[C:4]2[C:9](=[CH:10][CH:11]=1)[N:8]=[CH:7][C:6]([C:12]1[CH:13]=[N:14][N:15]([CH3:17])[CH:16]=1)=[C:5]2[F:19]. The catalyst class is: 13. (4) Reactant: [Br:1][C:2]1[CH:3]=[C:4]2[N:10]=[C:9]([CH2:11][NH:12]C(=O)C)[NH:8][C:5]2=[N:6][CH:7]=1.Cl. Product: [Br:1][C:2]1[CH:3]=[C:4]2[N:10]=[C:9]([CH2:11][NH2:12])[NH:8][C:5]2=[N:6][CH:7]=1. The catalyst class is: 8. (5) Reactant: [CH3:1]I.[H-].[Na+].[Cl:5][C:6]1[C:7]2[C:14]([I:15])=[CH:13][N:12]([CH2:16][C@H:17]([NH:20][C:21](=[O:27])[O:22][C:23]([CH3:26])([CH3:25])[CH3:24])[CH:18]=[CH2:19])[C:8]=2[N:9]=[CH:10][N:11]=1.O. Product: [Cl:5][C:6]1[C:7]2[C:14]([I:15])=[CH:13][N:12]([CH2:16][C@H:17]([N:20]([CH3:1])[C:21](=[O:27])[O:22][C:23]([CH3:26])([CH3:25])[CH3:24])[CH:18]=[CH2:19])[C:8]=2[N:9]=[CH:10][N:11]=1. The catalyst class is: 3. (6) Reactant: FC(F)(F)S(O[C:7]1[CH:12]=[CH:11][C:10]([N:13]2[CH:18]=[C:17]([O:19][CH3:20])[C:16](=[O:21])[C:15]([C:22]3[N:26]([C:27]4[CH:32]=[CH:31][CH:30]=[CH:29][CH:28]=4)[N:25]=[CH:24][CH:23]=3)=[N:14]2)=[C:9]([F:33])[CH:8]=1)(=O)=O.[CH3:36][N:37]1[CH:41]=[C:40](B2OC(C)(C)C(C)(C)O2)[CH:39]=[N:38]1.C([O-])([O-])=O.[Na+].[Na+].COCCOC. Product: [F:33][C:9]1[CH:8]=[C:7]([C:40]2[CH:39]=[N:38][N:37]([CH3:36])[CH:41]=2)[CH:12]=[CH:11][C:10]=1[N:13]1[CH:18]=[C:17]([O:19][CH3:20])[C:16](=[O:21])[C:15]([C:22]2[N:26]([C:27]3[CH:32]=[CH:31][CH:30]=[CH:29][CH:28]=3)[N:25]=[CH:24][CH:23]=2)=[N:14]1. The catalyst class is: 103. (7) Reactant: [NH2:1][C:2]1[CH:7]=[CH:6][CH:5]=[CH:4][CH:3]=1.[Cl:8][CH2:9][CH2:10][C:11](Cl)=[O:12]. Product: [Cl:8][CH2:9][CH2:10][C:11]([NH:1][C:2]1[CH:7]=[CH:6][CH:5]=[CH:4][CH:3]=1)=[O:12]. The catalyst class is: 46. (8) The catalyst class is: 389. Product: [C:1]([C:5]1[N:9]=[C:8]([C@@H:10]2[C@@H:14]([OH:15])[C@@H:13]([OH:17])[C@H:12]([N:20]3[CH:28]=[N:27][C:26]4[C:21]3=[N:22][CH:23]=[N:24][C:25]=4[NH:29][CH2:30][CH:31]([CH3:33])[CH3:32])[O:11]2)[O:7][N:6]=1)([CH3:4])([CH3:3])[CH3:2]. Reactant: [C:1]([C:5]1[N:9]=[C:8]([C@@H:10]2[C@@H:14]3[O:15]C(C)(C)[O:17][C@H:13]3[C@H:12]([N:20]3[CH:28]=[N:27][C:26]4[C:21]3=[N:22][CH:23]=[N:24][C:25]=4[NH:29][CH2:30][CH:31]([CH3:33])[CH3:32])[O:11]2)[O:7][N:6]=1)([CH3:4])([CH3:3])[CH3:2].FC(F)(F)C(O)=O.O. (9) Reactant: [CH2:1]([Mg]Br)[CH3:2].[CH2:5]([N:7]1[C:11]2[N:12]=[CH:13][C:14]([CH:23]=[N:24][CH2:25][C:26]3[CH:31]=[CH:30][CH:29]=[CH:28][CH:27]=3)=[C:15]([NH:16][CH:17]3[CH2:22][CH2:21][O:20][CH2:19][CH2:18]3)[C:10]=2[CH:9]=[N:8]1)[CH3:6]. Product: [CH2:5]([N:7]1[C:11]2[N:12]=[CH:13][C:14]([CH:23]([NH:24][CH2:25][C:26]3[CH:27]=[CH:28][CH:29]=[CH:30][CH:31]=3)[CH2:1][CH3:2])=[C:15]([NH:16][CH:17]3[CH2:22][CH2:21][O:20][CH2:19][CH2:18]3)[C:10]=2[CH:9]=[N:8]1)[CH3:6]. The catalyst class is: 1. (10) Reactant: [C:1]1([N:7]2[C:12](=[O:13])[C:11]3[S:14][CH:15]=[C:16]([C:17]4[CH:22]=[CH:21][CH:20]=[CH:19][CH:18]=4)[C:10]=3[N:9]=[CH:8]2)[CH:6]=[CH:5][CH:4]=[CH:3][CH:2]=1.N[C:24]1C(C2C=CC=CC=2)=CS[C:25]=1C(OC)=O.C(OCC)(OCC)OCC.C(C1C=CC(N)=CC=1)=C. The catalyst class is: 15. Product: [C:17]1([C:16]2[C:10]3[N:9]=[CH:8][N:7]([C:1]4[CH:6]=[CH:5][CH:4]=[C:3]([CH:24]=[CH2:25])[CH:2]=4)[C:12](=[O:13])[C:11]=3[S:14][CH:15]=2)[CH:18]=[CH:19][CH:20]=[CH:21][CH:22]=1.